This data is from Full USPTO retrosynthesis dataset with 1.9M reactions from patents (1976-2016). The task is: Predict the reactants needed to synthesize the given product. (1) Given the product [F:1][C:2]1[CH:7]=[CH:6][CH:5]=[CH:4][C:3]=1[NH:8][C:9]1[O:13][C:12]([C:14]([NH:16][CH:17]2[CH2:18][CH2:19][N:20]([C:24]3[N+:29]([O-:30])=[CH:28][C:27]([CH2:31][C:32]([O:34][CH3:35])=[O:33])=[CH:26][CH:25]=3)[CH2:21][CH2:22]2)=[O:15])=[N:11][N:10]=1, predict the reactants needed to synthesize it. The reactants are: [F:1][C:2]1[CH:7]=[CH:6][CH:5]=[CH:4][C:3]=1[NH:8][C:9]1[O:13][C:12]([C:14]([NH:16][CH:17]2[CH2:22][CH2:21][NH:20][CH2:19][CH2:18]2)=[O:15])=[N:11][N:10]=1.Cl[C:24]1[N+:29]([O-:30])=[CH:28][C:27]([CH2:31][C:32]([O:34][CH3:35])=[O:33])=[CH:26][CH:25]=1.C(=O)([O-])O.[Na+]. (2) Given the product [C:3]([C:7]1[CH:12]=[CH:11][CH:10]=[CH:9][C:8]=1[N:13]1[CH2:18][CH2:17][N:16]([C:32]([C:19]23[CH2:28][CH:23]4[CH2:24][CH:25]([CH2:27][C:21]([C:29]([OH:31])=[O:30])([CH2:22]4)[CH2:20]2)[CH2:26]3)=[O:33])[CH2:15][CH2:14]1)([CH3:6])([CH3:4])[CH3:5], predict the reactants needed to synthesize it. The reactants are: Cl.Cl.[C:3]([C:7]1[CH:12]=[CH:11][CH:10]=[CH:9][C:8]=1[N:13]1[CH2:18][CH2:17][NH:16][CH2:15][CH2:14]1)([CH3:6])([CH3:5])[CH3:4].[C:19]12([C:32](O)=[O:33])[CH2:28][CH:23]3[CH2:24][CH:25]([CH2:27][C:21]([C:29]([OH:31])=[O:30])([CH2:22]3)[CH2:20]1)[CH2:26]2.Cl.C(N=C=NCCCN(C)C)C.O.ON1C2C=CC=CC=2N=N1. (3) Given the product [CH2:1]([N:8]1[CH2:19][CH2:18][O:11][C:10](=[O:13])[CH2:9]1)[C:2]1[CH:7]=[CH:6][CH:5]=[CH:4][CH:3]=1, predict the reactants needed to synthesize it. The reactants are: [CH2:1]([NH:8][CH2:9][CH2:10][OH:11])[C:2]1[CH:7]=[CH:6][CH:5]=[CH:4][CH:3]=1.C([O-])([O-])=[O:13].[K+].[K+].[CH2:18](OC(=O)CBr)[C:19]1C=CC=CC=1. (4) Given the product [CH2:1]([O:3][C:4]([C:6]1[C:7](=[O:28])[N:8]([CH2:38][C:35]2[CH:34]=[CH:33][C:32]([C:31]([O:30][CH3:29])=[O:40])=[CH:37][CH:36]=2)[C:9]2[C:13]([C:14]=1[N:15]1[CH2:16][CH2:17][N:18]([C:21]([C:23]3[S:24][CH:25]=[CH:26][CH:27]=3)=[O:22])[CH2:19][CH2:20]1)=[CH:12][S:11][CH:10]=2)=[O:5])[CH3:2], predict the reactants needed to synthesize it. The reactants are: [CH2:1]([O:3][C:4]([C:6]1[C:7](=[O:28])[NH:8][C:9]2[C:13]([C:14]=1[N:15]1[CH2:20][CH2:19][N:18]([C:21]([C:23]3[S:24][CH:25]=[CH:26][CH:27]=3)=[O:22])[CH2:17][CH2:16]1)=[CH:12][S:11][CH:10]=2)=[O:5])[CH3:2].[CH3:29][O:30][C:31](=[O:40])[C:32]1[CH:37]=[CH:36][C:35]([CH2:38]Br)=[CH:34][CH:33]=1. (5) The reactants are: [NH2:1][CH:2]1[CH2:7][CH2:6][CH2:5][N:4]([C:8]([O:10][C:11]([CH3:14])([CH3:13])[CH3:12])=[O:9])[CH2:3]1.[C:15]([O:19][C:20](=[O:33])[NH:21][C:22]1[C:27]([C:28](=[O:31])[CH2:29][CH3:30])=[CH:26][CH:25]=[C:24](Cl)[N:23]=1)([CH3:18])([CH3:17])[CH3:16].C(N(C(C)C)CC)(C)C. Given the product [C:15]([O:19][C:20]([NH:21][C:22]1[N:23]=[C:24]([NH:1][CH:2]2[CH2:7][CH2:6][CH2:5][N:4]([C:8]([O:10][C:11]([CH3:14])([CH3:13])[CH3:12])=[O:9])[CH2:3]2)[CH:25]=[CH:26][C:27]=1[C:28](=[O:31])[CH2:29][CH3:30])=[O:33])([CH3:18])([CH3:17])[CH3:16], predict the reactants needed to synthesize it. (6) The reactants are: [CH2:1]([CH:4]1[CH2:9][CH2:8][N:7]([C:10]([O:12][C:13]2[CH:18]=[CH:17][CH:16]=[CH:15][CH:14]=2)=[O:11])[CH2:6][CH2:5]1)[C:2]#[CH:3].I[C:20]1[N:21]=[C:22]([NH2:38])[C:23]2[N:24]=[CH:25][N:26]([C:36]=2[N:37]=1)[C@@H:27]1[O:35][C@H:32]([CH2:33][OH:34])[C@@H:30]([OH:31])[C@H:28]1[OH:29]. Given the product [O:12]([C:10]([N:7]1[CH2:6][CH2:5][CH:4]([CH2:1][C:2]#[C:3][C:20]2[N:21]=[C:22]([NH2:38])[C:23]3[N:24]=[CH:25][N:26]([C:36]=3[N:37]=2)[C@@H:27]2[O:35][C@H:32]([CH2:33][OH:34])[C@@H:30]([OH:31])[C@H:28]2[OH:29])[CH2:9][CH2:8]1)=[O:11])[C:13]1[CH:14]=[CH:15][CH:16]=[CH:17][CH:18]=1, predict the reactants needed to synthesize it. (7) Given the product [C:33]([O:37][C:38]([N:40]([C:22]1[CH:27]=[CH:26][C:25]([N:28]2[CH:32]=[CH:31][CH:30]=[N:29]2)=[CH:24][CH:23]=1)[NH2:41])=[O:39])([CH3:36])([CH3:35])[CH3:34], predict the reactants needed to synthesize it. The reactants are: N1C2C(=CC=C3C=2N=CC=C3)C=CC=1.C(=O)([O-])[O-].[Cs+].[Cs+].I[C:22]1[CH:27]=[CH:26][C:25]([N:28]2[CH:32]=[CH:31][CH:30]=[N:29]2)=[CH:24][CH:23]=1.[C:33]([O:37][C:38]([NH:40][NH2:41])=[O:39])([CH3:36])([CH3:35])[CH3:34]. (8) The reactants are: [C:1]([C:3]1([CH2:16][OH:17])[CH2:8][CH2:7][N:6]([C:9]([O:11][C:12]([CH3:15])([CH3:14])[CH3:13])=[O:10])[CH2:5][CH2:4]1)#[N:2].[S:18](Cl)([C:21]1[CH:27]=[CH:26][C:24]([CH3:25])=[CH:23][CH:22]=1)(=[O:20])=[O:19].ClC1C(C=O)=CN=C(SC)N=1. Given the product [C:1]([C:3]1([CH2:16][O:17][S:18]([C:21]2[CH:27]=[CH:26][C:24]([CH3:25])=[CH:23][CH:22]=2)(=[O:20])=[O:19])[CH2:8][CH2:7][N:6]([C:9]([O:11][C:12]([CH3:13])([CH3:14])[CH3:15])=[O:10])[CH2:5][CH2:4]1)#[N:2], predict the reactants needed to synthesize it.